From a dataset of CYP2D6 inhibition data for predicting drug metabolism from PubChem BioAssay. Regression/Classification. Given a drug SMILES string, predict its absorption, distribution, metabolism, or excretion properties. Task type varies by dataset: regression for continuous measurements (e.g., permeability, clearance, half-life) or binary classification for categorical outcomes (e.g., BBB penetration, CYP inhibition). Dataset: cyp2d6_veith. The compound is CCn1c(Cc2ccccc2)nnc1SCC(=O)c1cccc([N+](=O)[O-])c1. The result is 0 (non-inhibitor).